Task: Regression. Given a peptide amino acid sequence and an MHC pseudo amino acid sequence, predict their binding affinity value. This is MHC class II binding data.. Dataset: Peptide-MHC class II binding affinity with 134,281 pairs from IEDB (1) The peptide sequence is SADFPQFKPEEITGI. The MHC is HLA-DQA10501-DQB10301 with pseudo-sequence HLA-DQA10501-DQB10301. The binding affinity (normalized) is 0.252. (2) The peptide sequence is NPRLCTKEEFIAKVR. The MHC is HLA-DQA10303-DQB10402 with pseudo-sequence HLA-DQA10303-DQB10402. The binding affinity (normalized) is 0.425. (3) The peptide sequence is IKCFEKFLEPKVKFG. The MHC is H-2-IAb with pseudo-sequence H-2-IAb. The binding affinity (normalized) is 0.358. (4) The peptide sequence is ALHIIAGTPEVHAVK. The MHC is HLA-DPA10201-DPB10501 with pseudo-sequence YAFFQFSGGAILNTLFGQFEYFEIEKVRMHLDVT. The binding affinity (normalized) is 0.140. (5) The MHC is DRB1_1101 with pseudo-sequence DRB1_1101. The peptide sequence is EQYTHQDEIYEQVHSKGLYV. The binding affinity (normalized) is 0.671. (6) The peptide sequence is CEHLEDGIYGIFQST. The MHC is HLA-DQA10601-DQB10402 with pseudo-sequence HLA-DQA10601-DQB10402. The binding affinity (normalized) is 0. (7) The peptide sequence is KSSKPLVGPFNFRFM. The MHC is DRB3_0101 with pseudo-sequence DRB3_0101. The binding affinity (normalized) is 0.226.